This data is from Full USPTO retrosynthesis dataset with 1.9M reactions from patents (1976-2016). The task is: Predict the reactants needed to synthesize the given product. (1) Given the product [OH:15][C:16]1([C:2]2[CH:7]=[CH:6][CH:5]=[CH:4][C:3]=2[CH2:8][OH:9])[CH2:17][N:18]([C:20]([O:22][C:23]([CH3:26])([CH3:25])[CH3:24])=[O:21])[CH2:19]1, predict the reactants needed to synthesize it. The reactants are: Br[C:2]1[CH:7]=[CH:6][CH:5]=[CH:4][C:3]=1[CH2:8][OH:9].C([Li])CCC.[O:15]=[C:16]1[CH2:19][N:18]([C:20]([O:22][C:23]([CH3:26])([CH3:25])[CH3:24])=[O:21])[CH2:17]1.O. (2) Given the product [F:1][C:2]1[N:7]=[C:6]([I:8])[C:5]([O:9][C:11]2[C:20]3[C:15](=[CH:16][C:17]([O:23][CH3:24])=[C:18]([O:21][CH3:22])[CH:19]=3)[N:14]=[CH:13][CH:12]=2)=[CH:4][CH:3]=1, predict the reactants needed to synthesize it. The reactants are: [F:1][C:2]1[N:7]=[C:6]([I:8])[C:5]([OH:9])=[CH:4][CH:3]=1.Cl[C:11]1[C:20]2[C:15](=[CH:16][C:17]([O:23][CH3:24])=[C:18]([O:21][CH3:22])[CH:19]=2)[N:14]=[CH:13][CH:12]=1.O. (3) Given the product [CH3:17][C:14]1([CH3:18])[N:13]([C:19]([O:21][C:22]([CH3:23])([CH3:24])[CH3:25])=[O:20])[C@@H:12]([CH2:11][C@H:10]2[CH2:26][CH2:27][CH2:28][O:29][CH2:9]2)[CH2:16][O:15]1, predict the reactants needed to synthesize it. The reactants are: [Si](O[CH2:9][C@H:10]([CH2:26][CH2:27][CH2:28][O:29]S(C)(=O)=O)[CH2:11][C@H:12]1[CH2:16][O:15][C:14]([CH3:18])([CH3:17])[N:13]1[C:19]([O:21][C:22]([CH3:25])([CH3:24])[CH3:23])=[O:20])(C(C)(C)C)(C)C.O.[F-].C([N+](CC)(CC)CC)C. (4) The reactants are: CO[C:3](=O)[CH2:4][C:5]1[C:6]([CH3:21])=[N:7][N:8]([CH2:11][C:12]2[CH:17]=[CH:16][C:15]([N+:18]([O-:20])=[O:19])=[CH:14][CH:13]=2)[C:9]=1[CH3:10].[CH2:23]([O:25][C:26](=[O:36])CCC1C(C)=NNC=1C)[CH3:24]. Given the product [CH2:23]([O:25][C:26](=[O:36])[CH2:3][CH2:4][C:5]1[C:6]([CH3:21])=[N:7][N:8]([CH2:11][C:12]2[CH:13]=[CH:14][C:15]([N+:18]([O-:20])=[O:19])=[CH:16][CH:17]=2)[C:9]=1[CH3:10])[CH3:24], predict the reactants needed to synthesize it. (5) Given the product [Cl:1][C:2]1[CH:3]=[CH:4][CH:5]=[C:6]2[C:10]=1[N:9]([S:38]([CH:37]([F:42])[F:36])(=[O:40])=[O:39])[C:8](=[O:11])[CH:7]2[C:12]1[N:13]=[C:14]([O:20][CH3:21])[N:15]=[C:16]([O:18][CH3:19])[N:17]=1, predict the reactants needed to synthesize it. The reactants are: [Cl:1][C:2]1[CH:3]=[CH:4][CH:5]=[C:6]2[C:10]=1[NH:9][C:8](=[O:11])[CH:7]2[C:12]1[N:17]=[C:16]([O:18][CH3:19])[N:15]=[C:14]([O:20][CH3:21])[N:13]=1.CN1C=CN=C1.CN1CCN(C)CC1.[F:36][CH:37]([F:42])[S:38](Cl)(=[O:40])=[O:39]. (6) Given the product [Cl:10][N:7]1[C:3]([CH2:2][Cl:1])([CH3:9])[CH2:4][CH2:5][C:6]1=[O:8], predict the reactants needed to synthesize it. The reactants are: [Cl:1][CH2:2][C:3]1([CH3:9])[NH:7][C:6](=[O:8])[CH2:5][CH2:4]1.[Cl:10]OC(C)(C)C.